This data is from Catalyst prediction with 721,799 reactions and 888 catalyst types from USPTO. The task is: Predict which catalyst facilitates the given reaction. Reactant: [NH2:1][C:2]1[CH:3]=[N:4][C:5]2[C:10]([C:11]=1[NH:12][CH2:13][C:14]([CH3:17])([OH:16])[CH3:15])=[N:9][CH:8]=[C:7]([Br:18])[CH:6]=2.[CH2:19]([O:21][CH2:22][C:23]([Cl:25])=[O:24])[CH3:20]. Product: [ClH:25].[Br:18][C:7]1[CH:6]=[C:5]2[C:10]([C:11]([NH:12][CH2:13][C:14]([OH:16])([CH3:15])[CH3:17])=[C:2]([NH:1][C:23](=[O:24])[CH2:22][O:21][CH2:19][CH3:20])[CH:3]=[N:4]2)=[N:9][CH:8]=1. The catalyst class is: 10.